From a dataset of Catalyst prediction with 721,799 reactions and 888 catalyst types from USPTO. Predict which catalyst facilitates the given reaction. (1) Reactant: [CH2:1]([O:3][P:4]([CH2:9][CH2:10][C:11]([OH:13])=[O:12])([O:6][CH2:7][CH3:8])=[O:5])[CH3:2].C([O-])(O)=O.[Na+].[C:19](=[O:26])([O:23][CH2:24]I)[S:20][CH2:21][CH3:22]. Product: [C:19](=[O:26])([O:23][CH2:24][O:12][C:11](=[O:13])[CH2:10][CH2:9][P:4]([O:3][CH2:1][CH3:2])([O:6][CH2:7][CH3:8])=[O:5])[S:20][CH2:21][CH3:22]. The catalyst class is: 232. (2) Reactant: [CH3:1][C:2]1[C:10]([C:11]2[S:12][C:13]([C:24]([O:26][CH3:27])=[O:25])=[C:14](OS(C(F)(F)F)(=O)=O)[N:15]=2)=[C:5]2[CH:6]=[CH:7][CH:8]=[CH:9][N:4]2[N:3]=1.[CH3:28][C:29]1(C)[C:33](C)(C)OB(CC=C)O1.C(=O)([O-])[O-].[Cs+].[Cs+].COCCOC. Product: [CH3:1][C:2]1[C:10]([C:11]2[S:12][C:13]([C:24]([O:26][CH3:27])=[O:25])=[C:14]([CH2:33][CH:29]=[CH2:28])[N:15]=2)=[C:5]2[CH:6]=[CH:7][CH:8]=[CH:9][N:4]2[N:3]=1. The catalyst class is: 6. (3) Reactant: [F:1][C:2]([F:24])([F:23])[C:3]1[CH:8]=[C:7]([C:9]([F:12])([F:11])[F:10])[CH:6]=[CH:5][C:4]=1[CH:13]([N:15]1[CH2:20][CH2:19][CH:18]([CH2:21][OH:22])[CH2:17][CH2:16]1)[CH3:14].C(N(CC)CC)C.O. Product: [F:23][C:2]([F:1])([F:24])[C:3]1[CH:8]=[C:7]([C:9]([F:12])([F:11])[F:10])[CH:6]=[CH:5][C:4]=1[CH:13]([N:15]1[CH2:16][CH2:17][CH:18]([CH:21]=[O:22])[CH2:19][CH2:20]1)[CH3:14]. The catalyst class is: 16. (4) Reactant: [I-].[CH3:2][S+](C)(C)=O.[H-].[Na+].[F:9][C:10]([F:29])([F:28])[C:11](=[O:27])[CH2:12][C:13]([CH3:26])([C:15]1[C:23]2[O:22][CH2:21][CH2:20][C:19]=2[CH:18]=[C:17]([S:24][CH3:25])[CH:16]=1)[CH3:14].O. Product: [CH3:26][C:13]([C:15]1[C:23]2[O:22][CH2:21][CH2:20][C:19]=2[CH:18]=[C:17]([S:24][CH3:25])[CH:16]=1)([CH3:14])[CH2:12][C:11]1([C:10]([F:9])([F:28])[F:29])[CH2:2][O:27]1. The catalyst class is: 16. (5) Reactant: [C:1]([BH3-])#[N:2].[Na+].[C:5]([C:8]1[C:9](=[O:35])[C:10]([O:27][CH2:28][C:29]2[CH:34]=[CH:33][CH:32]=[CH:31][CH:30]=2)=[C:11]2[C:16](=[O:17])[N:15]([CH2:18][C:19]3[CH:24]=[CH:23][C:22]([F:25])=[CH:21][CH:20]=3)[CH2:14][CH2:13][N:12]2[CH:26]=1)(=O)[CH3:6]. Product: [CH2:28]([O:27][C:10]1[C:9](=[O:35])[C:8]([CH:5]([NH:2][CH3:1])[CH3:6])=[CH:26][N:12]2[CH2:13][CH2:14][N:15]([CH2:18][C:19]3[CH:20]=[CH:21][C:22]([F:25])=[CH:23][CH:24]=3)[C:16](=[O:17])[C:11]=12)[C:29]1[CH:34]=[CH:33][CH:32]=[CH:31][CH:30]=1. The catalyst class is: 5. (6) Reactant: [F:1][C:2]1[CH:3]=[C:4]([C:9](=[O:11])[CH3:10])[CH:5]=[C:6]([F:8])[CH:7]=1.C(=O)C. Product: [F:1][C:2]1[CH:3]=[C:4]([C@@H:9]([OH:11])[CH3:10])[CH:5]=[C:6]([F:8])[CH:7]=1. The catalyst class is: 1. (7) Reactant: [CH3:1][N:2]([CH3:20])[C:3]([C:5]1[O:6][C:7]2[C:13]([N:14]3[CH2:19][CH2:18][NH:17][CH2:16][CH2:15]3)=[CH:12][CH:11]=[CH:10][C:8]=2[CH:9]=1)=[O:4].C(O)(=O)C.[F:25][C:26]([F:36])([F:35])[C:27]1[CH:32]=[CH:31][CH:30]=[C:29]([CH:33]=[CH2:34])[N:28]=1. Product: [CH3:1][N:2]([CH3:20])[C:3]([C:5]1[O:6][C:7]2[C:13]([N:14]3[CH2:19][CH2:18][N:17]([CH2:34][CH2:33][C:29]4[CH:30]=[CH:31][CH:32]=[C:27]([C:26]([F:36])([F:25])[F:35])[N:28]=4)[CH2:16][CH2:15]3)=[CH:12][CH:11]=[CH:10][C:8]=2[CH:9]=1)=[O:4]. The catalyst class is: 8.